Dataset: Reaction yield outcomes from USPTO patents with 853,638 reactions. Task: Predict the reaction yield, written as a fraction of the theoretical maximum amount of product (1.0 means a 100% yield; for example, 0.34 means a 34% yield). (1) The reactants are [OH:1][C:2]1[CH:3]=[C:4]([CH:9]=[CH:10][C:11]=1[C:12]1[NH:13][CH:14]=[CH:15][N:16]=1)[C:5]([O:7][CH3:8])=[O:6].Br[CH2:18][CH2:19]Br.C(=O)([O-])[O-].[Cs+].[Cs+]. The catalyst is CN(C=O)C. The product is [N:16]1[CH:15]=[CH:14][N:13]2[C:12]=1[C:11]1[CH:10]=[CH:9][C:4]([C:5]([O:7][CH3:8])=[O:6])=[CH:3][C:2]=1[O:1][CH2:19][CH2:18]2. The yield is 0.800. (2) The reactants are C[O:2][C:3](=[O:22])[CH2:4][CH2:5][CH2:6][CH2:7][S:8][C:9]1[O:10][C:11]([C:14]2[CH:19]=[CH:18][C:17]([Cl:20])=[CH:16][C:15]=2[Cl:21])=[N:12][N:13]=1.[OH-].[Na+]. The catalyst is O1CCCC1. The product is [Cl:21][C:15]1[CH:16]=[C:17]([Cl:20])[CH:18]=[CH:19][C:14]=1[C:11]1[O:10][C:9]([S:8][CH2:7][CH2:6][CH2:5][CH2:4][C:3]([OH:22])=[O:2])=[N:13][N:12]=1. The yield is 0.340. (3) The reactants are [NH2:1][C:2]1[CH:3]=[C:4]([CH:21]=[CH:22][C:23]=1[Cl:24])[O:5][C:6]1[N:11]=[C:10]2[S:12][C:13]([NH:15][C:16]([CH:18]3[CH2:20][CH2:19]3)=[O:17])=[N:14][C:9]2=[CH:8][CH:7]=1.[Cl:25][C:26]1[C:34]([O:35][C:36]([C:39]#[N:40])([CH3:38])[CH3:37])=[CH:33][CH:32]=[CH:31][C:27]=1[C:28](O)=[O:29].F[P-](F)(F)(F)(F)F.N1(OC(N(C)C)=[N+](C)C)C2N=CC=CC=2N=N1.C(OCC)(=O)C. The catalyst is N1C=CC=CC=1.O. The product is [Cl:25][C:26]1[C:34]([O:35][C:36]([C:39]#[N:40])([CH3:37])[CH3:38])=[CH:33][CH:32]=[CH:31][C:27]=1[C:28]([NH:1][C:2]1[CH:3]=[C:4]([O:5][C:6]2[N:11]=[C:10]3[S:12][C:13]([NH:15][C:16]([CH:18]4[CH2:20][CH2:19]4)=[O:17])=[N:14][C:9]3=[CH:8][CH:7]=2)[CH:21]=[CH:22][C:23]=1[Cl:24])=[O:29]. The yield is 0.240. (4) The product is [Cl:31][C:28]1[S:27][C:26]([S:23]([NH:22][C:12]2[C:13]3[C:18](=[CH:17][CH:16]=[C:15]([F:19])[C:14]=3[O:20][CH3:21])[N:10]([CH2:9][C:5]3[CH:4]=[C:3]([CH2:2][NH:1][C:45](=[O:46])[C:44]([OH:43])([CH3:49])[CH3:48])[CH:8]=[CH:7][CH:6]=3)[N:11]=2)(=[O:25])=[O:24])=[CH:30][CH:29]=1. The yield is 0.490. The reactants are [NH2:1][CH2:2][C:3]1[CH:4]=[C:5]([CH2:9][N:10]2[C:18]3[C:13](=[C:14]([O:20][CH3:21])[C:15]([F:19])=[CH:16][CH:17]=3)[C:12]([NH:22][S:23]([C:26]3[S:27][C:28]([Cl:31])=[CH:29][CH:30]=3)(=[O:25])=[O:24])=[N:11]2)[CH:6]=[CH:7][CH:8]=1.N1C=CC=CC=1.[OH-].[K+].C([O:43][C:44]([CH3:49])([CH3:48])[C:45](Cl)=[O:46])(=O)C. The catalyst is ClCCl. (5) The reactants are FC(F)(F)C1C=C(NC(=O)NC2C=CC(C3SC(CCC(O)=O)=NC=3)=CC=2)C=CC=1.[F:31][C:32]([F:65])([F:64])[C:33]1[CH:38]=[CH:37][CH:36]=[CH:35][C:34]=1[NH:39][C:40](=[O:63])[NH:41][C:42]1[CH:47]=[CH:46][C:45]([C:48]2[S:52][C:51]([CH:53]3[CH2:58][CH2:57][CH:56]([C:59]([O:61]C)=[O:60])[CH2:55][CH2:54]3)=[N:50][CH:49]=2)=[CH:44][CH:43]=1. No catalyst specified. The product is [F:64][C:32]([F:31])([F:65])[C:33]1[CH:38]=[CH:37][CH:36]=[CH:35][C:34]=1[NH:39][C:40](=[O:63])[NH:41][C:42]1[CH:43]=[CH:44][C:45]([C:48]2[S:52][C:51]([CH:53]3[CH2:54][CH2:55][CH:56]([C:59]([OH:61])=[O:60])[CH2:57][CH2:58]3)=[N:50][CH:49]=2)=[CH:46][CH:47]=1. The yield is 0.640.